This data is from Full USPTO retrosynthesis dataset with 1.9M reactions from patents (1976-2016). The task is: Predict the reactants needed to synthesize the given product. (1) Given the product [OH:26][C:27]1[CH:34]=[CH:33][CH:32]=[CH:31][C:28]=1[CH2:29][NH:1][C@H:2]1[CH2:3][CH2:4][C@H:5]([CH2:8][NH:9][C:10](=[O:25])[C:11]2[CH:16]=[C:15]([C:17]([F:19])([F:20])[F:18])[CH:14]=[C:13]([C:21]([F:22])([F:23])[F:24])[CH:12]=2)[CH2:6][CH2:7]1, predict the reactants needed to synthesize it. The reactants are: [NH2:1][C@H:2]1[CH2:7][CH2:6][C@H:5]([CH2:8][NH:9][C:10](=[O:25])[C:11]2[CH:16]=[C:15]([C:17]([F:20])([F:19])[F:18])[CH:14]=[C:13]([C:21]([F:24])([F:23])[F:22])[CH:12]=2)[CH2:4][CH2:3]1.[OH:26][C:27]1[CH:34]=[CH:33][CH:32]=[CH:31][C:28]=1[CH:29]=O.CC(O)=O.[BH-](OC(C)=O)(OC(C)=O)OC(C)=O.[Na+]. (2) Given the product [Br:19][C:8]1[C:7]2[C:6]3[C:14](=[CH:15][C:3]([CH2:2][NH:1][S:21]([CH3:20])(=[O:23])=[O:22])=[CH:4][CH:5]=3)[NH:13][C:12]=2[C:11]([C:16]([NH2:18])=[O:17])=[CH:10][CH:9]=1, predict the reactants needed to synthesize it. The reactants are: [NH2:1][CH2:2][C:3]1[CH:15]=[C:14]2[C:6]([C:7]3[C:8]([Br:19])=[CH:9][CH:10]=[C:11]([C:16]([NH2:18])=[O:17])[C:12]=3[NH:13]2)=[CH:5][CH:4]=1.[CH3:20][S:21](Cl)(=[O:23])=[O:22]. (3) Given the product [Cl:27][C:23]1[C:24]([CH3:26])=[CH:25][C:20]([O:19][CH2:18][CH2:17][CH2:16][C:7]2[C:6]3[C:10](=[C:2]([B:29]4[O:33][C:32]([CH3:35])([CH3:34])[C:31]([CH3:37])([CH3:36])[O:30]4)[CH:3]=[CH:4][CH:5]=3)[NH:9][C:8]=2[C:11]([O:13][CH2:14][CH3:15])=[O:12])=[CH:21][C:22]=1[CH3:28], predict the reactants needed to synthesize it. The reactants are: Br[C:2]1[CH:3]=[CH:4][CH:5]=[C:6]2[C:10]=1[NH:9][C:8]([C:11]([O:13][CH2:14][CH3:15])=[O:12])=[C:7]2[CH2:16][CH2:17][CH2:18][O:19][C:20]1[CH:25]=[C:24]([CH3:26])[C:23]([Cl:27])=[C:22]([CH3:28])[CH:21]=1.[B:29]1([B:29]2[O:33][C:32]([CH3:35])([CH3:34])[C:31]([CH3:37])([CH3:36])[O:30]2)[O:33][C:32]([CH3:35])([CH3:34])[C:31]([CH3:37])([CH3:36])[O:30]1.C([O-])(=O)C.[K+]. (4) Given the product [CH2:11]([O:13][C:14]([C:16]1[CH:20]=[C:19]([CH2:21][CH2:22][CH:23]=[O:24])[NH:18][N:17]=1)=[O:15])[CH3:12], predict the reactants needed to synthesize it. The reactants are: CS(C)=O.C(Cl)(=O)C(Cl)=O.[CH2:11]([O:13][C:14]([C:16]1[CH:20]=[C:19]([CH2:21][CH2:22][CH2:23][OH:24])[NH:18][N:17]=1)=[O:15])[CH3:12].C(N(CC)CC)C. (5) Given the product [Cl:8][C:9]1[C:14]([O:15][CH3:16])=[N:13][C:12]([C:17]([C:31]2[CH:32]=[CH:33][C:34]([S:37][CH:38]3[CH2:39][CH2:40]3)=[CH:35][CH:36]=2)=[CH:18][C@H:19]2[CH2:23][CH2:22][NH:21][CH2:20]2)=[CH:11][CH:10]=1, predict the reactants needed to synthesize it. The reactants are: FC(F)(F)C(O)=O.[Cl:8][C:9]1[CH:10]=[CH:11][C:12]([C:17]([C:31]2[CH:36]=[CH:35][C:34]([S:37][CH:38]3[CH2:40][CH2:39]3)=[CH:33][CH:32]=2)=[CH:18][C@H:19]2[CH2:23][CH2:22][N:21](C(OC(C)(C)C)=O)[CH2:20]2)=[N:13][C:14]=1[O:15][CH3:16].